Dataset: Catalyst prediction with 721,799 reactions and 888 catalyst types from USPTO. Task: Predict which catalyst facilitates the given reaction. (1) Reactant: [CH:1]1([N:7]([CH3:31])[C:8]([C:10]2[CH:30]=[CH:29][C:13]3[N:14]([CH2:25][CH2:26][CH2:27][OH:28])[C:15]([NH:17][C:18]([C:20]4[S:21][CH:22]=[CH:23][CH:24]=4)=[O:19])=[N:16][C:12]=3[CH:11]=2)=[O:9])[CH2:6][CH2:5][CH2:4][CH2:3][CH2:2]1.[C:32](OC(=O)C)(=[O:34])[CH3:33].C(N(CC)CC)C. Product: [CH:1]1([N:7]([CH3:31])[C:8]([C:10]2[CH:30]=[CH:29][C:13]3[N:14]([CH2:25][CH2:26][CH2:27][O:28][C:32](=[O:34])[CH3:33])[C:15]([NH:17][C:18]([C:20]4[S:21][CH:22]=[CH:23][CH:24]=4)=[O:19])=[N:16][C:12]=3[CH:11]=2)=[O:9])[CH2:2][CH2:3][CH2:4][CH2:5][CH2:6]1. The catalyst class is: 1. (2) Reactant: [CH3:1][C:2]([NH:10][C:11]([C:13]1[S:14][C:15]2[N:20](C(OC(C)(C)C)=O)[N:19]=[C:18]([NH:28][C:29]([C:31]3[CH:35]=[CH:34][S:33][CH:32]=3)=[O:30])[C:16]=2[N:17]=1)=[O:12])([C:4]1[CH:9]=[CH:8][CH:7]=[CH:6][CH:5]=1)[CH3:3].Cl.[Cl-].[Na+]. Product: [CH3:3][C:2]([NH:10][C:11]([C:13]1[S:14][C:15]2[NH:20][N:19]=[C:18]([NH:28][C:29]([C:31]3[CH:35]=[CH:34][S:33][CH:32]=3)=[O:30])[C:16]=2[N:17]=1)=[O:12])([C:4]1[CH:5]=[CH:6][CH:7]=[CH:8][CH:9]=1)[CH3:1]. The catalyst class is: 714. (3) Reactant: [CH2:1]([N:3]1[CH2:8][CH2:7][NH:6][CH2:5][CH2:4]1)[CH3:2].[S:9](N)([NH2:12])(=[O:11])=[O:10]. Product: [CH2:1]([N:3]1[CH2:8][CH2:7][N:6]([S:9]([NH2:12])(=[O:11])=[O:10])[CH2:5][CH2:4]1)[CH3:2]. The catalyst class is: 12.